This data is from Forward reaction prediction with 1.9M reactions from USPTO patents (1976-2016). The task is: Predict the product of the given reaction. (1) Given the reactants [NH2:1][C:2]1[CH:3]=[CH:4][C:5]([O:29][CH3:30])=[C:6]([CH:28]=1)[CH2:7][N:8]1[CH2:13][CH2:12][C:11](=[O:14])[CH:10]([CH:15]([C:22]2[CH:27]=[CH:26][CH:25]=[CH:24][CH:23]=2)[C:16]2[CH:21]=[CH:20][CH:19]=[CH:18][CH:17]=2)[CH2:9]1.[CH2:31]([CH2:35][C:36](=O)[CH3:37])[C:32]([CH3:34])=O.C([O-])(=O)C.[Na+].C(=O)([O-])O.[Na+], predict the reaction product. The product is: [CH:15]([CH:10]1[C:11](=[O:14])[CH2:12][CH2:13][N:8]([CH2:7][C:6]2[CH:28]=[C:2]([N:1]3[C:36]([CH3:37])=[CH:35][CH:31]=[C:32]3[CH3:34])[CH:3]=[CH:4][C:5]=2[O:29][CH3:30])[CH2:9]1)([C:22]1[CH:27]=[CH:26][CH:25]=[CH:24][CH:23]=1)[C:16]1[CH:21]=[CH:20][CH:19]=[CH:18][CH:17]=1. (2) Given the reactants O[CH2:2][CH2:3][C:4]1[CH:9]=[CH:8][C:7]([NH:10][C:11](=[O:44])[NH:12][C:13]2[CH:18]=[CH:17][C:16]([C:19]3[N:24]=[C:23]4[N:25]([CH:28]5[CH2:33][CH2:32][N:31]([C:34]([O:36][CH3:37])=[O:35])[CH2:30][CH2:29]5)[N:26]=[CH:27][C:22]4=[C:21]([N:38]4[CH2:43][CH2:42][O:41][CH2:40][CH2:39]4)[N:20]=3)=[CH:15][CH:14]=2)=[CH:6][CH:5]=1.[CH3:45][CH2:46][N:47](CC)[CH2:48][CH3:49].S(Cl)(C1C=CC(C)=CC=1)(=O)=O.N1CCCC1, predict the reaction product. The product is: [O:41]1[CH2:40][CH2:39][N:38]([C:21]2[N:20]=[C:19]([C:16]3[CH:17]=[CH:18][C:13]([NH:12][C:11]([NH:10][C:7]4[CH:8]=[CH:9][C:4]([CH2:3][CH2:2][N:47]5[CH2:48][CH2:49][CH2:45][CH2:46]5)=[CH:5][CH:6]=4)=[O:44])=[CH:14][CH:15]=3)[N:24]=[C:23]3[N:25]([CH:28]4[CH2:29][CH2:30][N:31]([C:34]([O:36][CH3:37])=[O:35])[CH2:32][CH2:33]4)[N:26]=[CH:27][C:22]=23)[CH2:43][CH2:42]1.